This data is from Forward reaction prediction with 1.9M reactions from USPTO patents (1976-2016). The task is: Predict the product of the given reaction. Given the reactants Br[C:2]1[CH:3]=[N:4][N:5]([C:7]2([C:10]([O:12][CH2:13][C:14]3[CH:19]=[CH:18][CH:17]=[CH:16][CH:15]=3)=[O:11])[CH2:9][CH2:8]2)[CH:6]=1.[K+].[CH:21]1([B-](F)(F)F)[CH2:23][CH2:22]1.ClCCl.C(=O)([O-])[O-].[Cs+].[Cs+].Cl, predict the reaction product. The product is: [CH:21]1([C:2]2[CH:3]=[N:4][N:5]([C:7]3([C:10]([O:12][CH2:13][C:14]4[CH:19]=[CH:18][CH:17]=[CH:16][CH:15]=4)=[O:11])[CH2:9][CH2:8]3)[CH:6]=2)[CH2:23][CH2:22]1.